This data is from Peptide-MHC class I binding affinity with 185,985 pairs from IEDB/IMGT. The task is: Regression. Given a peptide amino acid sequence and an MHC pseudo amino acid sequence, predict their binding affinity value. This is MHC class I binding data. The peptide sequence is RFVLALLAF. The MHC is HLA-A30:01 with pseudo-sequence HLA-A30:01. The binding affinity (normalized) is 0.0847.